This data is from Forward reaction prediction with 1.9M reactions from USPTO patents (1976-2016). The task is: Predict the product of the given reaction. (1) Given the reactants Br[C:2]1[CH:7]=[CH:6][N:5]=[C:4]([NH:8][C:9](=[O:11])[CH3:10])[CH:3]=1.[CH3:12][C:13]1([CH3:29])[C:17]([CH3:19])([CH3:18])[O:16][B:15]([B:15]2[O:16][C:17]([CH3:19])([CH3:18])[C:13]([CH3:29])([CH3:12])[O:14]2)[O:14]1.CC([O-])=O.[K+], predict the reaction product. The product is: [CH3:12][C:13]1([CH3:29])[C:17]([CH3:19])([CH3:18])[O:16][B:15]([C:2]2[CH:7]=[CH:6][N:5]=[C:4]([NH:8][C:9](=[O:11])[CH3:10])[CH:3]=2)[O:14]1. (2) Given the reactants [Cl:1][C:2]1[CH:3]=[C:4]([NH:9][C:10]2[C:11]3[CH2:18][C:17](=[O:19])[NH:16][C:12]=3[N:13]=[CH:14][N:15]=2)[CH:5]=[CH:6][C:7]=1[F:8].[CH3:20][C:21]1[C:25]([C:26]([N:28]2[CH2:33][CH2:32][N:31]([CH3:34])[CH2:30][CH2:29]2)=[O:27])=[CH:24][NH:23][C:22]=1[CH:35]=O, predict the reaction product. The product is: [Cl:1][C:2]1[CH:3]=[C:4]([NH:9][C:10]2[C:11]3[C:18](=[CH:35][C:22]4[NH:23][CH:24]=[C:25]([C:26]([N:28]5[CH2:29][CH2:30][N:31]([CH3:34])[CH2:32][CH2:33]5)=[O:27])[C:21]=4[CH3:20])[C:17](=[O:19])[NH:16][C:12]=3[N:13]=[CH:14][N:15]=2)[CH:5]=[CH:6][C:7]=1[F:8]. (3) The product is: [CH2:27]([O:34][C:35]([CH:37]1[CH2:42][CH2:41][CH:40]([CH:43]=[O:44])[CH2:39][CH2:38]1)=[O:36])[C:28]1[CH:33]=[CH:32][CH:31]=[CH:30][CH:29]=1. Given the reactants CC1(C)N([O])C(C)(C)CCC1.C(OI(C1C=CC=CC=1)OC(=O)C)(=O)C.[CH2:27]([O:34][C:35]([CH:37]1[CH2:42][CH2:41][CH:40]([CH2:43][OH:44])[CH2:39][CH2:38]1)=[O:36])[C:28]1[CH:33]=[CH:32][CH:31]=[CH:30][CH:29]=1.N#N, predict the reaction product.